The task is: Predict the product of the given reaction.. This data is from Forward reaction prediction with 1.9M reactions from USPTO patents (1976-2016). The product is: [CH3:36][CH:35]([CH3:37])[C:34]([C:32]1[CH:31]=[CH:30][C:27]2[CH2:28][CH2:29][N:23]([CH2:22][CH:19]3[CH2:18][CH2:17][CH:16]([CH2:15][NH:14][C:13]([C@H:9]4[CH2:10][CH2:11][CH2:12][N:8]4[C:58]([C:54]4[CH:53]=[CH:52][CH:51]=[C:50]5[C:55]=4[CH:56]=[CH:57][C:48]([CH3:47])=[N:49]5)=[O:60])=[O:39])[CH2:21][CH2:20]3)[CH2:24][CH2:25][C:26]=2[CH:33]=1)=[O:38]. Given the reactants C(OC([N:8]1[CH2:12][CH2:11][CH2:10][C@@H:9]1[C:13](=[O:39])[NH:14][CH2:15][CH:16]1[CH2:21][CH2:20][CH:19]([CH2:22][N:23]2[CH2:29][CH2:28][C:27]3[CH:30]=[CH:31][C:32]([C:34](=[O:38])[CH:35]([CH3:37])[CH3:36])=[CH:33][C:26]=3[CH2:25][CH2:24]2)[CH2:18][CH2:17]1)=O)(C)(C)C.C(O)(C(F)(F)F)=O.[CH3:47][C:48]1[CH:57]=[CH:56][C:55]2[C:54]([C:58]([OH:60])=O)=[CH:53][CH:52]=[CH:51][C:50]=2[N:49]=1, predict the reaction product.